Dataset: Forward reaction prediction with 1.9M reactions from USPTO patents (1976-2016). Task: Predict the product of the given reaction. (1) Given the reactants [Br:1][C:2]1[CH:7]=[C:6]([C:8]([CH3:11])([CH3:10])[CH3:9])[CH:5]=[C:4](Br)[CH:3]=1.C([Li])CCC.C[O:19]B(OC)OC.CC(O)=O.OO, predict the reaction product. The product is: [Br:1][C:2]1[CH:3]=[C:4]([OH:19])[CH:5]=[C:6]([C:8]([CH3:11])([CH3:10])[CH3:9])[CH:7]=1. (2) Given the reactants C(NC(C)C)(C)C.C([Li])CCC.C([N:15]([CH2:26][CH3:27])[C:16](=[O:25])[C:17]1[CH:22]=[CH:21][CH:20]=[C:19]([CH3:23])[C:18]=1[CH3:24])C.C(C[CH2:31][N:32]1[CH2:36][CH2:35][C@@H:34]([OH:37])[CH2:33]1)#N, predict the reaction product. The product is: [OH:37][C@@H:34]1[CH2:35][CH2:36][N:32]([CH2:31][CH2:27][C:26]2[NH:15][C:16](=[O:25])[C:17]3[C:18]([CH:24]=2)=[C:19]([CH3:23])[CH:20]=[CH:21][CH:22]=3)[CH2:33]1. (3) Given the reactants [F:1][C:2]1[CH:7]=[C:6]([C:8]2[CH:9]=[C:10]3[C:16]([C:17]4[CH:18]=[N:19][N:20]([CH2:22][C:23]5[CH:28]=[CH:27][CH:26]=[C:25]([F:29])[CH:24]=5)[CH:21]=4)=[CH:15][N:14]([S:30]([C:33]4[CH:39]=[CH:38][C:36]([CH3:37])=[CH:35][CH:34]=4)(=[O:32])=[O:31])[C:11]3=[N:12][CH:13]=2)[CH:5]=[CH:4][C:3]=1[N:40]1[CH2:45][CH2:44][N:43](C(OC(C)(C)C)=O)[CH2:42][CH2:41]1, predict the reaction product. The product is: [F:1][C:2]1[CH:7]=[C:6]([C:8]2[CH:9]=[C:10]3[C:16]([C:17]4[CH:18]=[N:19][N:20]([CH2:22][C:23]5[CH:28]=[CH:27][CH:26]=[C:25]([F:29])[CH:24]=5)[CH:21]=4)=[CH:15][N:14]([S:30]([C:33]4[CH:34]=[CH:35][C:36]([CH3:37])=[CH:38][CH:39]=4)(=[O:32])=[O:31])[C:11]3=[N:12][CH:13]=2)[CH:5]=[CH:4][C:3]=1[N:40]1[CH2:41][CH2:42][NH:43][CH2:44][CH2:45]1. (4) Given the reactants [NH2:1][C:2]1[C:3]([C:7]#[N:8])=[N:4][O:5][N:6]=1.O.[NH2:10][NH2:11], predict the reaction product. The product is: [NH2:1][C:2]1[C:3]([C:7]([NH:10][NH2:11])=[NH:8])=[N:4][O:5][N:6]=1. (5) Given the reactants [Cl:1][C:2]1[CH:3]=[C:4]([O:9][C:10]2[C:18]([F:19])=[CH:17][C:13]([C:14](O)=[O:15])=[C:12]([F:20])[CH:11]=2)[CH:5]=[N:6][C:7]=1[F:8].[CH3:21][N:22]([CH3:27])[S:23]([NH2:26])(=[O:25])=[O:24].CCN=C=NCCCN(C)C.Cl, predict the reaction product. The product is: [Cl:1][C:2]1[CH:3]=[C:4]([O:9][C:10]2[C:18]([F:19])=[CH:17][C:13]([C:14]([NH:26][S:23]([N:22]([CH3:27])[CH3:21])(=[O:25])=[O:24])=[O:15])=[C:12]([F:20])[CH:11]=2)[CH:5]=[N:6][C:7]=1[F:8]. (6) Given the reactants [F:1][C:2]1[CH:7]=[CH:6][C:5]([C@@H:8]([CH:13]2[CH2:18][CH2:17][O:16][CH2:15][CH2:14]2)[CH2:9][C:10]([OH:12])=O)=[CH:4][CH:3]=1.S(Cl)(Cl)=O.[H-].[Na+].[C:25]1([C@H:31]2[CH2:35][O:34][C:33](=[O:36])[NH:32]2)[CH:30]=[CH:29][CH:28]=[CH:27][CH:26]=1, predict the reaction product. The product is: [F:1][C:2]1[CH:3]=[CH:4][C:5]([C@@H:8]([CH:13]2[CH2:18][CH2:17][O:16][CH2:15][CH2:14]2)[CH2:9][C:10]([N:32]2[C@@H:31]([C:25]3[CH:30]=[CH:29][CH:28]=[CH:27][CH:26]=3)[CH2:35][O:34][C:33]2=[O:36])=[O:12])=[CH:6][CH:7]=1.